This data is from Reaction yield outcomes from USPTO patents with 853,638 reactions. The task is: Predict the reaction yield, written as a fraction of the theoretical maximum amount of product (1.0 means a 100% yield; for example, 0.34 means a 34% yield). (1) The reactants are [Cl:1][C:2]1[CH:8]=[CH:7][C:5]([NH2:6])=[CH:4][CH:3]=1.[C:9]([O:13][C:14]([N:16]1[CH2:21][CH2:20][C:19]([C:25]#[N:26])([C:22](O)=[O:23])[CH2:18][CH2:17]1)=[O:15])([CH3:12])([CH3:11])[CH3:10].CN(C(ON1N=NC2C=CC=NC1=2)=[N+](C)C)C.F[P-](F)(F)(F)(F)F.CCN(C(C)C)C(C)C. The catalyst is CN(C=O)C. The product is [C:9]([O:13][C:14]([N:16]1[CH2:21][CH2:20][C:19]([C:22](=[O:23])[NH:6][C:5]2[CH:7]=[CH:8][C:2]([Cl:1])=[CH:3][CH:4]=2)([C:25]#[N:26])[CH2:18][CH2:17]1)=[O:15])([CH3:12])([CH3:11])[CH3:10]. The yield is 0.840. (2) The reactants are C[O:2][C:3](=[O:20])[CH:4]([O:13][CH:14]1[CH2:19][CH2:18][CH2:17][CH2:16][CH2:15]1)[C:5]1[CH:10]=[CH:9][C:8]([Cl:11])=[C:7]([Cl:12])[CH:6]=1.[OH-].[K+]. The catalyst is C(O)C.O. The product is [CH:14]1([O:13][CH:4]([C:5]2[CH:10]=[CH:9][C:8]([Cl:11])=[C:7]([Cl:12])[CH:6]=2)[C:3]([OH:20])=[O:2])[CH2:19][CH2:18][CH2:17][CH2:16][CH2:15]1. The yield is 0.970. (3) The reactants are [Br:1][C:2]1[CH:3]=[C:4]([CH:8]=[CH:9][CH:10]=1)[C:5]([OH:7])=[O:6].S(=O)(=O)(O)O.[CH:16](O)([CH3:18])[CH3:17]. The catalyst is O. The product is [CH:16]([O:6][C:5](=[O:7])[C:4]1[CH:8]=[CH:9][CH:10]=[C:2]([Br:1])[CH:3]=1)([CH3:18])[CH3:17]. The yield is 0.880.